Task: Predict which catalyst facilitates the given reaction.. Dataset: Catalyst prediction with 721,799 reactions and 888 catalyst types from USPTO (1) Reactant: [CH3:1][C:2]1[C:3]([N:28]2[CH2:33][CH2:32][NH:31][CH2:30][CH2:29]2)=[N:4][C:5]([NH:8][C:9]2[CH:24]=[CH:23][C:12]([C:13]([NH:15][CH:16]3[CH2:21][CH2:20][N:19]([CH3:22])[CH2:18][CH2:17]3)=[O:14])=[CH:11][C:10]=2[N+:25]([O-:27])=[O:26])=[N:6][CH:7]=1.[N:34]([C:37]1[CH:44]=[CH:43][C:40]([C:41]#[N:42])=[CH:39][CH:38]=1)=[C:35]=[O:36].C(N(CC)CC)C. Product: [C:41]([C:40]1[CH:39]=[CH:38][C:37]([NH:34][C:35]([N:31]2[CH2:32][CH2:33][N:28]([C:3]3[C:2]([CH3:1])=[CH:7][N:6]=[C:5]([NH:8][C:9]4[CH:24]=[CH:23][C:12]([C:13](=[O:14])[NH:15][CH:16]5[CH2:21][CH2:20][N:19]([CH3:22])[CH2:18][CH2:17]5)=[CH:11][C:10]=4[N+:25]([O-:27])=[O:26])[N:4]=3)[CH2:29][CH2:30]2)=[O:36])=[CH:44][CH:43]=1)#[N:42]. The catalyst class is: 2. (2) Reactant: [CH2:1]([N:5]([CH2:9][CH2:10][CH2:11][CH3:12])[CH2:6][CH2:7][OH:8])[CH2:2][CH2:3][CH3:4].[Cl:13][CH2:14][CH2:15][CH2:16][CH3:17]. Product: [Cl-:13].[OH:8][CH2:7][CH2:6][N+:5]([CH2:14][CH2:15][CH2:16][CH3:17])([CH2:9][CH2:10][CH2:11][CH3:12])[CH2:1][CH2:2][CH2:3][CH3:4]. The catalyst class is: 8. (3) The catalyst class is: 133. Product: [N:33]1[CH:34]=[CH:35][CH:36]=[CH:37][C:32]=1[C:9]1[C:8]([C:6]2[CH:5]=[CH:4][N:3]=[C:2]([C:49]3[CH:50]=[CH:51][C:46]([CH:44]=[O:45])=[CH:47][CH:48]=3)[CH:7]=2)=[CH:12][N:11]([C:13]([C:26]2[CH:31]=[CH:30][CH:29]=[CH:28][CH:27]=2)([C:20]2[CH:25]=[CH:24][CH:23]=[CH:22][CH:21]=2)[C:14]2[CH:19]=[CH:18][CH:17]=[CH:16][CH:15]=2)[N:10]=1. Reactant: Br[C:2]1[CH:7]=[C:6]([C:8]2[C:9]([C:32]3[CH:37]=[CH:36][CH:35]=[CH:34][N:33]=3)=[N:10][N:11]([C:13]([C:26]3[CH:31]=[CH:30][CH:29]=[CH:28][CH:27]=3)([C:20]3[CH:25]=[CH:24][CH:23]=[CH:22][CH:21]=3)[C:14]3[CH:19]=[CH:18][CH:17]=[CH:16][CH:15]=3)[CH:12]=2)[CH:5]=[CH:4][N:3]=1.C([O-])([O-])=O.[Na+].[Na+].[CH:44]([C:46]1[CH:51]=[CH:50][C:49](B(O)O)=[CH:48][CH:47]=1)=[O:45]. (4) Product: [CH3:9][C:7]1[CH:6]=[CH:5][C:3]2[N:4]=[C:14]([SH:15])[O:1][C:2]=2[CH:8]=1. Reactant: [OH:1][C:2]1[CH:8]=[C:7]([CH3:9])[CH:6]=[CH:5][C:3]=1[NH2:4].[K+].C(O[C:14]([S-])=[S:15])C. The catalyst class is: 8. (5) Reactant: [C:1]([NH:4][CH:5]1[CH2:10][CH2:9][N:8]([C:11]2[C:12]([C:25]3[CH:30]=[CH:29][CH:28]=[CH:27][CH:26]=3)=[N:13][C:14]3[C:19]([N:20]=2)=[CH:18][C:17]([C:21]([O:23]C)=[O:22])=[CH:16][CH:15]=3)[CH2:7][CH2:6]1)(=[O:3])[CH3:2].CO.ClCCl.[OH-].[Na+]. Product: [C:1]([NH:4][CH:5]1[CH2:6][CH2:7][N:8]([C:11]2[C:12]([C:25]3[CH:26]=[CH:27][CH:28]=[CH:29][CH:30]=3)=[N:13][C:14]3[C:19]([N:20]=2)=[CH:18][C:17]([C:21]([OH:23])=[O:22])=[CH:16][CH:15]=3)[CH2:9][CH2:10]1)(=[O:3])[CH3:2]. The catalyst class is: 6. (6) Reactant: [Cl:1][C:2]1[CH:3]=[C:4]([N:9]2C(=O)[O:12][N:11]=[C:10]2[C:15]2[C:19]([CH2:20][OH:21])=[N:18][O:17][N:16]=2)[CH:5]=[CH:6][C:7]=1[F:8].[OH-].[Na+]. Product: [Cl:1][C:2]1[CH:3]=[C:4]([NH:9][C:10]([C:15]2[C:19]([CH2:20][OH:21])=[N:18][O:17][N:16]=2)=[N:11][OH:12])[CH:5]=[CH:6][C:7]=1[F:8]. The catalyst class is: 88. (7) Product: [CH2:1]([O:8][C:9](=[O:19])[NH:10][C:11]1[C:12](=[O:18])[N:13]([O:17][CH2:26][C:27]2[CH:32]=[CH:31][CH:30]=[CH:29][CH:28]=2)[CH:14]=[CH:15][CH:16]=1)[C:2]1[CH:7]=[CH:6][CH:5]=[CH:4][CH:3]=1. Reactant: [CH2:1]([O:8][C:9](=[O:19])[NH:10][C:11]1[C:12](=[O:18])[N:13]([OH:17])[CH:14]=[CH:15][CH:16]=1)[C:2]1[CH:7]=[CH:6][CH:5]=[CH:4][CH:3]=1.C([O-])([O-])=O.[K+].[K+].[CH2:26](Br)[C:27]1[CH:32]=[CH:31][CH:30]=[CH:29][CH:28]=1. The catalyst class is: 18. (8) Reactant: [CH2:1]([NH:8][C:9]([C:11]1[CH:20]=[CH:19][C:18]2[C:13](=[C:14](Br)[CH:15]=[N:16][CH:17]=2)[N:12]=1)=[O:10])[C:2]1[CH:7]=[CH:6][CH:5]=[CH:4][CH:3]=1.[N:22]1[CH:27]=[CH:26][C:25](B(O)O)=[CH:24][CH:23]=1.C(=O)([O-])[O-].[Cs+].[Cs+]. Product: [CH2:1]([NH:8][C:9]([C:11]1[CH:20]=[CH:19][C:18]2[C:13](=[C:14]([C:25]3[CH:26]=[CH:27][N:22]=[CH:23][CH:24]=3)[CH:15]=[N:16][CH:17]=2)[N:12]=1)=[O:10])[C:2]1[CH:7]=[CH:6][CH:5]=[CH:4][CH:3]=1. The catalyst class is: 688. (9) Reactant: [C:1]1([SH:7])[CH:6]=[CH:5][CH:4]=[CH:3][CH:2]=1.[H-].[Na+].Cl[CH2:11][CH2:12][CH2:13][CH2:14][CH2:15][N:16]1[C:24]2[C:23]([CH3:25])=[C:22]([CH3:26])[N:21]=[C:20]([O:27][C:28]3[CH:33]=[CH:32][CH:31]=[CH:30][CH:29]=3)[C:19]=2[N:18]=[C:17]1[CH3:34]. Product: [CH3:34][C:17]1[N:16]([CH2:15][CH2:14][CH2:13][CH2:12][CH2:11][S:7][C:1]2[CH:6]=[CH:5][CH:4]=[CH:3][CH:2]=2)[C:24]2[C:23]([CH3:25])=[C:22]([CH3:26])[N:21]=[C:20]([O:27][C:28]3[CH:29]=[CH:30][CH:31]=[CH:32][CH:33]=3)[C:19]=2[N:18]=1. The catalyst class is: 9. (10) Reactant: [CH:1]1([C:4]([N:6]2[CH2:10][CH2:9][C@@H:8]([CH2:11][NH:12][C:13]3[C:14]([N+:21]([O-])=O)=[C:15]([CH:18]=[CH:19][CH:20]=3)[C:16]#[N:17])[CH2:7]2)=[O:5])[CH2:3][CH2:2]1. Product: [NH2:21][C:14]1[C:13]([NH:12][CH2:11][C@@H:8]2[CH2:9][CH2:10][N:6]([C:4]([CH:1]3[CH2:3][CH2:2]3)=[O:5])[CH2:7]2)=[CH:20][CH:19]=[CH:18][C:15]=1[C:16]#[N:17]. The catalyst class is: 29.